This data is from Peptide-MHC class I binding affinity with 185,985 pairs from IEDB/IMGT. The task is: Regression. Given a peptide amino acid sequence and an MHC pseudo amino acid sequence, predict their binding affinity value. This is MHC class I binding data. (1) The peptide sequence is YEQYECLTD. The MHC is HLA-A25:01 with pseudo-sequence HLA-A25:01. The binding affinity (normalized) is 0.0847. (2) The peptide sequence is LPVCAPSSA. The MHC is Patr-B1301 with pseudo-sequence Patr-B1301. The binding affinity (normalized) is 0.882. (3) The MHC is HLA-A02:01 with pseudo-sequence HLA-A02:01. The binding affinity (normalized) is 0.615. The peptide sequence is IMYTYFSNTI.